Dataset: Catalyst prediction with 721,799 reactions and 888 catalyst types from USPTO. Task: Predict which catalyst facilitates the given reaction. (1) Reactant: Br[C:2]1[CH:3]=[CH:4][C:5]2[O:9][C:8](/[CH:10]=[CH:11]/[C:12]3[CH:17]=[CH:16][CH:15]=[CH:14][CH:13]=3)=[N:7][C:6]=2[CH:18]=1.[CH:19]1[C:24]([OH:25])=[CH:23][CH:22]=[C:21]([CH3:26])[CH:20]=1.C(=O)([O-])[O-].[K+].[K+].N1C=CC=CC=1. Product: [CH3:26][C:21]1[CH:20]=[CH:19][C:24]([O:25][C:2]2[CH:3]=[CH:4][C:5]3[O:9][C:8](/[CH:10]=[CH:11]/[C:12]4[CH:17]=[CH:16][CH:15]=[CH:14][CH:13]=4)=[N:7][C:6]=3[CH:18]=2)=[CH:23][CH:22]=1. The catalyst class is: 6. (2) Reactant: [Cl:1][C:2]1[CH:3]=[C:4]([N:9]2C(=O)[O:12][N:11]=[C:10]2[C:15]2[C:16]([NH:20][CH2:21][CH2:22][NH:23][S:24]([NH2:27])(=[O:26])=[O:25])=[N:17][O:18][N:19]=2)[CH:5]=[CH:6][C:7]=1[F:8].[OH-].[Na+]. Product: [NH2:27][S:24]([NH:23][CH2:22][CH2:21][NH:20][C:16]1[C:15]([C:10](=[N:11][OH:12])[NH:9][C:4]2[CH:5]=[CH:6][C:7]([F:8])=[C:2]([Cl:1])[CH:3]=2)=[N:19][O:18][N:17]=1)(=[O:25])=[O:26]. The catalyst class is: 5. (3) Reactant: [CH:1]1([S:6][CH:7]([C:11]2[CH:16]=[CH:15][C:14]([C:17]#[N:18])=[CH:13][CH:12]=2)[C:8]([OH:10])=O)[CH2:5][CH2:4][CH2:3][CH2:2]1.[NH2:19][C:20]1[CH:25]=[CH:24][CH:23]=[CH:22][N:21]=1. Product: [CH:1]1([S:6][CH:7]([C:11]2[CH:16]=[CH:15][C:14]([C:17]#[N:18])=[CH:13][CH:12]=2)[C:8]([NH:19][C:20]2[CH:25]=[CH:24][CH:23]=[CH:22][N:21]=2)=[O:10])[CH2:2][CH2:3][CH2:4][CH2:5]1. The catalyst class is: 1.